Task: Predict the reaction yield, written as a fraction of the theoretical maximum amount of product (1.0 means a 100% yield; for example, 0.34 means a 34% yield).. Dataset: Reaction yield outcomes from USPTO patents with 853,638 reactions (1) The reactants are [C:1]([C:5]1[CH:10]=[CH:9][C:8]([S:11](Cl)(=[O:13])=[O:12])=[CH:7][CH:6]=1)([CH3:4])([CH3:3])[CH3:2].[CH:15]1[C:24]2[C:19](=[CH:20][CH:21]=[CH:22][CH:23]=2)[C:18]([N:25]2[C:29]([NH2:30])=[CH:28][C:27]([CH3:31])=[N:26]2)=[CH:17][N:16]=1. The catalyst is N1C=CC=CC=1. The product is [C:1]([C:5]1[CH:10]=[CH:9][C:8]([S:11]([NH:30][C:29]2[N:25]([C:18]3[C:19]4[C:24](=[CH:23][CH:22]=[CH:21][CH:20]=4)[CH:15]=[N:16][CH:17]=3)[N:26]=[C:27]([CH3:31])[CH:28]=2)(=[O:13])=[O:12])=[CH:7][CH:6]=1)([CH3:4])([CH3:3])[CH3:2]. The yield is 0.270. (2) The reactants are [C:1]([C:3]([CH3:16])([CH3:15])[CH:4]([NH:8]S(C(C)(C)C)=O)[CH:5]1[CH2:7][CH2:6]1)#[N:2].[ClH:17].O1CCOCC1. The catalyst is CO. The product is [ClH:17].[NH2:8][CH:4]([CH:5]1[CH2:7][CH2:6]1)[C:3]([CH3:16])([CH3:15])[C:1]#[N:2]. The yield is 0.890. (3) The reactants are CC(O)CNCC(O)C.C(OC(OCC)[N:14]1[CH:18]=[CH:17][N:16]=[CH:15]1)C.[N:22]1[C:31]2[C:26](=[CH:27][CH:28]=[CH:29][CH:30]=2)[CH:25]=[CH:24][C:23]=1[CH2:32][O:33][C:34]1[CH:39]=[CH:38][C:37]([CH2:40][CH2:41][N:42]2[CH2:47][CH2:46][C:45](=[C:48]3[C:54]4[CH:55]=[CH:56][CH:57]=[CH:58][C:53]=4[CH2:52][CH2:51][N:50]4[C:59]([CH:62]=[O:63])=[CH:60][N:61]=[C:49]34)[CH2:44][CH2:43]2)=[CH:36][CH:35]=1.C([O-])([O-])=O.[K+].[K+]. The catalyst is C1COCC1.C(O)(=O)C. The product is [NH:14]1[CH:18]=[CH:17][N:16]=[C:15]1[CH:62]([C:59]1[N:50]2[C:49]([C:48](=[C:45]3[CH2:44][CH2:43][N:42]([CH2:41][CH2:40][C:37]4[CH:38]=[CH:39][C:34]([O:33][CH2:32][C:23]5[CH:24]=[CH:25][C:26]6[C:31](=[CH:30][CH:29]=[CH:28][CH:27]=6)[N:22]=5)=[CH:35][CH:36]=4)[CH2:47][CH2:46]3)[C:54]3[CH:55]=[CH:56][CH:57]=[CH:58][C:53]=3[CH2:52][CH2:51]2)=[N:61][CH:60]=1)[OH:63]. The yield is 0.970. (4) The product is [Cl:16][C:13]1[CH:14]=[CH:15][C:9]2[C:8](=[O:17])[NH:7][C:6]3[CH:18]=[C:2]([NH:1][C:19](=[O:21])[CH3:20])[CH:3]=[CH:4][C:5]=3[NH:11][C:10]=2[CH:12]=1. The reactants are [NH2:1][C:2]1[CH:3]=[CH:4][C:5]2[NH:11][C:10]3[CH:12]=[C:13]([Cl:16])[CH:14]=[CH:15][C:9]=3[C:8](=[O:17])[NH:7][C:6]=2[CH:18]=1.[C:19](Cl)(=[O:21])[CH3:20]. The yield is 0.560. The catalyst is N1C=CC=CC=1.